Predict the product of the given reaction. From a dataset of Forward reaction prediction with 1.9M reactions from USPTO patents (1976-2016). (1) Given the reactants [C:1]1(=[O:7])[O:6][C:4](=[O:5])[CH:3]=[CH:2]1.[OH-:8].[Na+].F[B-](F)(F)F.[F:15][C:16]1[CH:17]=[C:18]2[C:23](=[CH:24][CH:25]=1)[C:22]([N+]#N)=[CH:21][CH:20]=[CH:19]2, predict the reaction product. The product is: [F:15][C:16]1[CH:17]=[C:18]2[C:23](=[CH:24][CH:25]=1)[C:22]([CH:2]([CH2:3][C:4]([OH:8])=[O:5])[C:1]([OH:6])=[O:7])=[CH:21][CH:20]=[CH:19]2. (2) Given the reactants [CH3:1][CH2:2][C@@H:3]1[NH:46][C:44](=[O:45])[C@H:43]([C@H:47]([OH:54])[C@@H:48]([CH2:50]/[CH:51]=[CH:52]/[CH3:53])[CH3:49])[N:42]([CH3:55])[C:40](=[O:41])[C@H:39]([CH:56]([CH3:58])[CH3:57])[N:38]([CH3:59])[C:36](=[O:37])[C@H:35]([CH2:60][CH:61]([CH3:63])[CH3:62])[N:34]([CH3:64])[C:32](=[O:33])[C@H:31]([CH2:65][CH:66]([CH3:68])[CH3:67])[N:30]([CH3:69])[C:28](=[O:29])[C@@H:27]([CH3:70])[NH:26][C:24](=[O:25])[C@H:23]([CH3:71])[NH:22][C:20](=[O:21])[C@H:19]([CH2:72][CH:73]([CH3:75])[CH3:74])[N:18]([CH3:76])[C:16](=[O:17])[C@H:15]([CH:77]([CH3:79])[CH3:78])[NH:14][C:12](=[O:13])[C@H:11]([CH2:80][CH:81]([CH3:83])[CH3:82])[N:10]([CH3:84])[C:8](=[O:9])[CH2:7][N:6]([CH3:85])[C:4]1=[O:5].[C:86](OC(=O)C)(=[O:88])[CH3:87].N1C=CC=CC=1.C(=O)(O)[O-].[Na+], predict the reaction product. The product is: [CH3:1][CH2:2][C@@H:3]1[NH:46][C:44](=[O:45])[C@H:43]([C@H:47]([O:54][C:86]([CH3:87])=[O:88])[C@@H:48]([CH2:50]/[CH:51]=[CH:52]/[CH3:53])[CH3:49])[N:42]([CH3:55])[C:40](=[O:41])[C@H:39]([CH:56]([CH3:57])[CH3:58])[N:38]([CH3:59])[C:36](=[O:37])[C@H:35]([CH2:60][CH:61]([CH3:62])[CH3:63])[N:34]([CH3:64])[C:32](=[O:33])[C@H:31]([CH2:65][CH:66]([CH3:68])[CH3:67])[N:30]([CH3:69])[C:28](=[O:29])[C@@H:27]([CH3:70])[NH:26][C:24](=[O:25])[C@H:23]([CH3:71])[NH:22][C:20](=[O:21])[C@H:19]([CH2:72][CH:73]([CH3:75])[CH3:74])[N:18]([CH3:76])[C:16](=[O:17])[C@H:15]([CH:77]([CH3:79])[CH3:78])[NH:14][C:12](=[O:13])[C@H:11]([CH2:80][CH:81]([CH3:83])[CH3:82])[N:10]([CH3:84])[C:8](=[O:9])[CH2:7][N:6]([CH3:85])[C:4]1=[O:5]. (3) Given the reactants Cl[C:2]1[N:7]=[C:6]([NH:8][C@H:9]([CH2:13][CH:14]([CH3:16])[CH3:15])[C:10]([NH2:12])=[O:11])[CH:5]=[N:4][C:3]=1[C:17]#[N:18].[NH2:19][C:20]1[CH:25]=[CH:24][CH:23]=[C:22]([CH3:26])[CH:21]=1.C([O-])([O-])=O.[Cs+].[Cs+], predict the reaction product. The product is: [C:17]([C:3]1[N:4]=[CH:5][C:6]([NH:8][C@H:9]([CH2:13][CH:14]([CH3:16])[CH3:15])[C:10]([NH2:12])=[O:11])=[N:7][C:2]=1[NH:19][C:20]1[CH:21]=[C:22]([CH3:26])[CH:23]=[CH:24][CH:25]=1)#[N:18]. (4) Given the reactants Cl[C:2]1[N:7]=[C:6]([NH:8][CH:9]([CH2:13][C:14]([F:17])([F:16])[F:15])[C:10]([NH2:12])=[O:11])[C:5]([F:18])=[CH:4][C:3]=1[C:19]#[N:20].[NH2:21][C:22]1[CH:23]=[N:24][C:25]2[C:30]([CH:31]=1)=[CH:29][CH:28]=[CH:27][CH:26]=2.O.O.O.[O-]C1C=CC=CC=1.[Na+].CC1(C)C2C(=C(P(C3C=CC=CC=3)C3C=CC=CC=3)C=CC=2)OC2C(P(C3C=CC=CC=3)C3C=CC=CC=3)=CC=CC1=2, predict the reaction product. The product is: [C:19]([C:3]1[CH:4]=[C:5]([F:18])[C:6]([NH:8][CH:9]([CH2:13][C:14]([F:17])([F:16])[F:15])[C:10]([NH2:12])=[O:11])=[N:7][C:2]=1[NH:21][C:22]1[CH:23]=[N:24][C:25]2[C:30]([CH:31]=1)=[CH:29][CH:28]=[CH:27][CH:26]=2)#[N:20].